Dataset: Forward reaction prediction with 1.9M reactions from USPTO patents (1976-2016). Task: Predict the product of the given reaction. (1) Given the reactants [CH3:1][O:2][CH2:3][C:4]1[CH:9]=[CH:8][C:7]([OH:10])=[C:6]([N+:11]([O-])=O)[CH:5]=1, predict the reaction product. The product is: [NH2:11][C:6]1[CH:5]=[C:4]([CH2:3][O:2][CH3:1])[CH:9]=[CH:8][C:7]=1[OH:10]. (2) Given the reactants [F:1][C:2]1[CH:3]=[C:4]([CH:28]=[C:29]([F:31])[CH:30]=1)[O:5][C:6]1[CH:11]=[CH:10][C:9]([C:12]2[C:20]3[C:15](=[N:16][CH:17]=[N:18][C:19]=3[NH2:21])[N:14]([CH2:22][C@H:23]3[CH2:27][CH2:26][CH2:25][NH:24]3)[N:13]=2)=[CH:8][CH:7]=1.[C:32]([CH2:34][C:35](O)=[O:36])#[N:33].CN(C(ON1N=NC2C=CC=NC1=2)=[N+](C)C)C.F[P-](F)(F)(F)(F)F.C(N(CC)CC)C, predict the reaction product. The product is: [NH2:21][C:19]1[N:18]=[CH:17][N:16]=[C:15]2[N:14]([CH2:22][C@H:23]3[CH2:27][CH2:26][CH2:25][N:24]3[C:35](=[O:36])[CH2:34][C:32]#[N:33])[N:13]=[C:12]([C:9]3[CH:8]=[CH:7][C:6]([O:5][C:4]4[CH:28]=[C:29]([F:31])[CH:30]=[C:2]([F:1])[CH:3]=4)=[CH:11][CH:10]=3)[C:20]=12. (3) Given the reactants [CH2:1]([C:5]1[N:6]=[C:7]([C:10]2[CH:15]=[CH:14][CH:13]=[CH:12][C:11]=2[NH:16][C:17]([O:19][CH2:20][CH:21]2[CH2:26][CH2:25][N:24](C(OC(C)(C)C)=O)[CH2:23][CH2:22]2)=[O:18])[S:8][CH:9]=1)[CH:2]([CH3:4])[CH3:3].Cl.CO.C(=O)(O)[O-].[Na+], predict the reaction product. The product is: [NH3:6].[CH2:1]([C:5]1[N:6]=[C:7]([C:10]2[CH:15]=[CH:14][CH:13]=[CH:12][C:11]=2[NH:16][C:17](=[O:18])[O:19][CH2:20][CH:21]2[CH2:22][CH2:23][NH:24][CH2:25][CH2:26]2)[S:8][CH:9]=1)[CH:2]([CH3:4])[CH3:3]. (4) Given the reactants [O:1]1[CH2:6][CH2:5][CH:4]([C:7]#[N:8])[CH2:3][CH2:2]1.[CH2:9]([Mg]Br)[CH3:10].B(F)(F)F.CCOCC, predict the reaction product. The product is: [O:1]1[CH2:6][CH2:5][CH:4]([C:7]2([NH2:8])[CH2:10][CH2:9]2)[CH2:3][CH2:2]1. (5) Given the reactants [F:1][C:2]1[CH:28]=[C:27]([F:29])[CH:26]=[CH:25][C:3]=1[O:4][C:5]1[CH:10]=[CH:9][C:8]([N+:11]([O-])=O)=[CH:7][C:6]=1[C:14]1[C:15]2[CH:24]=[CH:23][NH:22][C:16]=2[C:17](=[O:21])[N:18]([CH3:20])[CH:19]=1.CN1C=C(C2C=C([N+]([O-])=O)C=CC=2OC2C=CC=CC=2)C2C=CNC=2C1=O, predict the reaction product. The product is: [NH2:11][C:8]1[CH:9]=[CH:10][C:5]([O:4][C:3]2[CH:25]=[CH:26][C:27]([F:29])=[CH:28][C:2]=2[F:1])=[C:6]([C:14]2[C:15]3[CH:24]=[CH:23][NH:22][C:16]=3[C:17](=[O:21])[N:18]([CH3:20])[CH:19]=2)[CH:7]=1. (6) Given the reactants Cl[C:2]1[N:7]=[CH:6][C:5]([C:8]2[C:18]([CH3:19])=[CH:17][C:11]3[O:12][C:13]([F:16])([F:15])[O:14][C:10]=3[CH:9]=2)=[CH:4][N:3]=1.[F:20][C:21]1[CH:26]=[C:25]([O:27][CH3:28])[CH:24]=[C:23]([F:29])[C:22]=1[CH2:30][NH2:31], predict the reaction product. The product is: [F:20][C:21]1[CH:26]=[C:25]([O:27][CH3:28])[CH:24]=[C:23]([F:29])[C:22]=1[CH2:30][NH:31][C:2]1[N:7]=[CH:6][C:5]([C:8]2[C:18]([CH3:19])=[CH:17][C:11]3[O:12][C:13]([F:16])([F:15])[O:14][C:10]=3[CH:9]=2)=[CH:4][N:3]=1. (7) Given the reactants [F:1][C:2]1[CH:7]=[C:6]([I:8])[CH:5]=[CH:4][C:3]=1[NH:9][C:10]1[N:15]([CH3:16])[C:14](=[O:17])[C:13]2[CH2:18][CH2:19][CH2:20][C:12]=2[C:11]=1[C:21]([O:23]CC)=[O:22].[Li+].[OH-], predict the reaction product. The product is: [F:1][C:2]1[CH:7]=[C:6]([I:8])[CH:5]=[CH:4][C:3]=1[NH:9][C:10]1[N:15]([CH3:16])[C:14](=[O:17])[C:13]2[CH2:18][CH2:19][CH2:20][C:12]=2[C:11]=1[C:21]([OH:23])=[O:22].